This data is from Peptide-MHC class II binding affinity with 134,281 pairs from IEDB. The task is: Regression. Given a peptide amino acid sequence and an MHC pseudo amino acid sequence, predict their binding affinity value. This is MHC class II binding data. (1) The peptide sequence is EVWEQIFSTWLLKPG. The MHC is DRB5_0101 with pseudo-sequence DRB5_0101. The binding affinity (normalized) is 0.685. (2) The peptide sequence is FTVFEAAFNNAIKAG. The MHC is DRB1_1101 with pseudo-sequence DRB1_1101. The binding affinity (normalized) is 0.221. (3) The peptide sequence is DVNAGFKAAVAAAAN. The MHC is HLA-DQA10101-DQB10501 with pseudo-sequence HLA-DQA10101-DQB10501. The binding affinity (normalized) is 0.314. (4) The peptide sequence is IFIFRDSDDWLNKYS. The MHC is HLA-DQA10601-DQB10402 with pseudo-sequence HLA-DQA10601-DQB10402. The binding affinity (normalized) is 0.